From a dataset of Full USPTO retrosynthesis dataset with 1.9M reactions from patents (1976-2016). Predict the reactants needed to synthesize the given product. (1) Given the product [OH:9][N:8]=[C:7]([Cl:12])[C@@:5]1([CH3:10])[CH2:4][O:3][C:2]([CH3:11])([CH3:1])[O:6]1, predict the reactants needed to synthesize it. The reactants are: [CH3:1][C:2]1([CH3:11])[O:6][C@@:5]([CH3:10])([CH:7]=[N:8][OH:9])[CH2:4][O:3]1.[Cl:12]N1C(=O)CCC1=O. (2) Given the product [CH2:23]([O:1][C:2]1[CH:3]=[CH:4][C:5]([C@@H:8]([C:14]#[C:15][CH3:16])[CH2:9][C:10]([O:12][CH3:13])=[O:11])=[CH:6][CH:7]=1)[C:24]1[CH:29]=[CH:28][CH:27]=[CH:26][CH:25]=1, predict the reactants needed to synthesize it. The reactants are: [OH:1][C:2]1[CH:7]=[CH:6][C:5]([C@@H:8]([C:14]#[C:15][CH3:16])[CH2:9][C:10]([O:12][CH3:13])=[O:11])=[CH:4][CH:3]=1.C([O-])([O-])=O.[Cs+].[Cs+].[CH2:23](Br)[C:24]1[CH:29]=[CH:28][CH:27]=[CH:26][CH:25]=1.N1CCNCC1. (3) Given the product [CH3:26][C:25]1[C:24]([CH3:27])=[C:23]2[C:19]([CH2:20][CH:21]([CH2:29][CH2:30][CH3:31])[C:22]2=[O:28])=[CH:18][C:17]=1[O:15][CH2:14][C:10]1[CH:11]=[CH:12][CH:13]=[C:8]([S:7][C:4]2[CH:3]=[CH:2][N:1]=[CH:6][CH:5]=2)[CH:9]=1, predict the reactants needed to synthesize it. The reactants are: [N:1]1[CH:6]=[CH:5][C:4]([S:7][C:8]2[CH:9]=[C:10]([CH2:14][OH:15])[CH:11]=[CH:12][CH:13]=2)=[CH:3][CH:2]=1.O[C:17]1[CH:18]=[C:19]2[C:23](=[C:24]([CH3:27])[C:25]=1[CH3:26])[C:22](=[O:28])[CH:21]([CH2:29][CH2:30][CH3:31])[CH2:20]2.